This data is from Reaction yield outcomes from USPTO patents with 853,638 reactions. The task is: Predict the reaction yield, written as a fraction of the theoretical maximum amount of product (1.0 means a 100% yield; for example, 0.34 means a 34% yield). (1) The reactants are [CH2:1]([O:8][C:9]([N:11]1[CH2:16][CH2:15][CH:14]([C:17]([CH:19]([CH:27]([C:38]2[CH:43]=[CH:42][C:41]([O:44][CH3:45])=[CH:40][CH:39]=2)[C:28]([C:30]2[CH:35]=[CH:34][C:33]([O:36][CH3:37])=[CH:32][CH:31]=2)=[O:29])C(OC(C)(C)C)=O)=[O:18])[CH2:13][CH2:12]1)=[O:10])[C:2]1[CH:7]=[CH:6][CH:5]=[CH:4][CH:3]=1.FC(F)(F)C(O)=O. The catalyst is ClCCl. The product is [CH2:1]([O:8][C:9]([N:11]1[CH2:12][CH2:13][CH:14]([C:17](=[O:18])[CH2:19][CH:27]([C:38]2[CH:39]=[CH:40][C:41]([O:44][CH3:45])=[CH:42][CH:43]=2)[C:28]([C:30]2[CH:31]=[CH:32][C:33]([O:36][CH3:37])=[CH:34][CH:35]=2)=[O:29])[CH2:15][CH2:16]1)=[O:10])[C:2]1[CH:7]=[CH:6][CH:5]=[CH:4][CH:3]=1. The yield is 0.230. (2) The reactants are [Br:1][C:2]1[CH:3]=[C:4]2[C:9](=[O:10])[O:8][C:6](=O)[C:5]2=[CH:11][CH:12]=1.N1C=CC=CC=1.[CH:19]([N:22]([CH:35]([CH3:37])[CH3:36])[CH2:23][CH2:24][O:25][C:26]1[CH:31]=[CH:30][C:29]([NH2:32])=[CH:28][C:27]=1[O:33][CH3:34])([CH3:21])[CH3:20]. The catalyst is CN(C)C1C=CN=CC=1. The product is [Br:1][C:2]1[CH:3]=[C:4]2[C:5](=[CH:11][CH:12]=1)[C:6](=[O:8])[N:32]([C:29]1[CH:30]=[CH:31][C:26]([O:25][CH2:24][CH2:23][N:22]([CH:19]([CH3:21])[CH3:20])[CH:35]([CH3:37])[CH3:36])=[C:27]([O:33][CH3:34])[CH:28]=1)[C:9]2=[O:10]. The yield is 0.680. (3) The catalyst is CCN(C1C=CC=CC=1)CC.O. The product is [O:4]1[C:5]2([CH2:6][CH2:7][CH:8]([N:11]3[C:44](=[O:45])[C:43]([CH2:42][C:39]4[CH:40]=[CH:41][C:36]([C:31]5[C:30]([C:28]#[N:29])=[CH:35][CH:34]=[CH:33][CH:32]=5)=[C:37]([F:54])[CH:38]=4)=[C:49]([CH2:50][CH2:51][CH3:52])[N:16]4[N:15]=[CH:14][CH:13]=[C:12]34)[CH2:9][CH2:10]2)[O:1][CH2:2][CH2:3]1. The yield is 0.820. The reactants are [O:1]1[C:5]2([CH2:10][CH2:9][CH:8]([NH:11][C:12]3[NH:16][N:15]=[CH:14][CH:13]=3)[CH2:7][CH2:6]2)[O:4][CH2:3][CH2:2]1.N12CCCN=C1CCCCC2.[C:28]([C:30]1[CH:35]=[CH:34][CH:33]=[CH:32][C:31]=1[C:36]1[CH:41]=[CH:40][C:39]([CH2:42][CH:43]([C:49](=O)[CH2:50][CH2:51][CH3:52])[C:44](OCC)=[O:45])=[CH:38][C:37]=1[F:54])#[N:29].C(OCC)(=O)C. (4) The yield is 0.700. The product is [NH2:2][CH2:1][CH2:3][CH:4]1[CH2:8][CH2:7][CH:6]([CH2:9][CH2:10][C:11]2[CH:16]=[C:15]([F:17])[CH:14]=[CH:13][C:12]=2[O:18][CH3:19])[O:5]1. The catalyst is N.CO.[Ni]. The reactants are [C:1]([CH2:3][CH:4]1[CH2:8][CH2:7][CH:6]([CH2:9][CH2:10][C:11]2[CH:16]=[C:15]([F:17])[CH:14]=[CH:13][C:12]=2[O:18][CH3:19])[O:5]1)#[N:2].